Dataset: Peptide-MHC class I binding affinity with 185,985 pairs from IEDB/IMGT. Task: Regression. Given a peptide amino acid sequence and an MHC pseudo amino acid sequence, predict their binding affinity value. This is MHC class I binding data. (1) The binding affinity (normalized) is 0.213. The peptide sequence is NTDNKFISY. The MHC is HLA-B83:01 with pseudo-sequence HLA-B83:01. (2) The peptide sequence is ILRNPGYAL. The MHC is HLA-B18:01 with pseudo-sequence HLA-B18:01. The binding affinity (normalized) is 0.0847. (3) The peptide sequence is IEDPPFNSL. The MHC is HLA-A02:03 with pseudo-sequence HLA-A02:03. The binding affinity (normalized) is 0. (4) The peptide sequence is EFFDTEPQL. The MHC is HLA-A30:01 with pseudo-sequence HLA-A30:01. The binding affinity (normalized) is 0.0847. (5) The peptide sequence is WQDGGWQSV. The MHC is HLA-B18:01 with pseudo-sequence HLA-B18:01. The binding affinity (normalized) is 0.0847.